Dataset: Peptide-MHC class I binding affinity with 185,985 pairs from IEDB/IMGT. Task: Regression. Given a peptide amino acid sequence and an MHC pseudo amino acid sequence, predict their binding affinity value. This is MHC class I binding data. (1) The peptide sequence is LTVKHMANV. The MHC is HLA-A02:03 with pseudo-sequence HLA-A02:03. The binding affinity (normalized) is 0.750. (2) The peptide sequence is KPFRMVSLV. The MHC is HLA-B07:02 with pseudo-sequence HLA-B07:02. The binding affinity (normalized) is 0.580.